This data is from Forward reaction prediction with 1.9M reactions from USPTO patents (1976-2016). The task is: Predict the product of the given reaction. (1) Given the reactants [OH-].[Na+].[C:3]([O:7][C@@H:8]([C:15]1[C:16]([CH3:47])=[N:17][C:18]([CH3:46])=[C:19]([C:30]2[CH:35]=[CH:34][C:33]([O:36][CH2:37][CH2:38][C:39]3[CH:44]=[CH:43][C:42]([F:45])=[CH:41][CH:40]=3)=[CH:32][CH:31]=2)[C:20]=1[N:21]1[CH2:26][CH2:25][C:24]([CH2:28][CH3:29])([CH3:27])[CH2:23][CH2:22]1)[C:9]([O:11]C(C)C)=[O:10])([CH3:6])([CH3:5])[CH3:4].Cl, predict the reaction product. The product is: [C:3]([O:7][C@@H:8]([C:15]1[C:16]([CH3:47])=[N:17][C:18]([CH3:46])=[C:19]([C:30]2[CH:31]=[CH:32][C:33]([O:36][CH2:37][CH2:38][C:39]3[CH:44]=[CH:43][C:42]([F:45])=[CH:41][CH:40]=3)=[CH:34][CH:35]=2)[C:20]=1[N:21]1[CH2:26][CH2:25][C:24]([CH2:28][CH3:29])([CH3:27])[CH2:23][CH2:22]1)[C:9]([OH:11])=[O:10])([CH3:6])([CH3:4])[CH3:5]. (2) Given the reactants C(OP(=O)(OCC)O[C:6]([CH3:26])([CH3:25])[C:7]#[C:8][C:9]1[CH:24]=[CH:23][C:12]2[C:13]([C:16]3[CH:21]=[CH:20][C:19]([Br:22])=[CH:18][CH:17]=3)=[N:14][S:15][C:11]=2[CH:10]=1)C.[CH2:31]([NH:33][CH2:34][CH2:35][OH:36])[CH3:32].C1COCC1.C([O-])(O)=O.[Na+], predict the reaction product. The product is: [Br:22][C:19]1[CH:18]=[CH:17][C:16]([C:13]2[C:12]3[CH:23]=[CH:24][C:9]([C:8]#[C:7][C:6]([N:33]([CH2:31][CH3:32])[CH2:34][CH2:35][OH:36])([CH3:25])[CH3:26])=[CH:10][C:11]=3[S:15][N:14]=2)=[CH:21][CH:20]=1. (3) The product is: [CH3:18][S:15]([NH:14][CH2:13][CH2:12][C:7]1[CH:8]=[C:9]2[C:4](=[CH:5][CH:6]=1)[CH:3]=[C:2]([O:1][CH2:21][C:19]#[N:20])[CH:11]=[CH:10]2)(=[O:17])=[O:16]. Given the reactants [OH:1][C:2]1[CH:3]=[C:4]2[C:9](=[CH:10][CH:11]=1)[CH:8]=[C:7]([CH2:12][CH2:13][NH:14][S:15]([CH3:18])(=[O:17])=[O:16])[CH:6]=[CH:5]2.[C:19]([CH2:21]Br)#[N:20].C(=O)([O-])[O-].[K+].[K+], predict the reaction product. (4) Given the reactants [CH2:1]([O:8][C:9]1[CH:14]=[CH:13][C:12]([CH2:15][C:16]2[C:17](=[O:24])[NH:18][NH:19][C:20]=2[CH:21]([CH3:23])[CH3:22])=[C:11]([O:25][CH:26]2[CH2:31][CH2:30][O:29][CH2:28][CH2:27]2)[CH:10]=1)[C:2]1[CH:7]=[CH:6][CH:5]=[CH:4][CH:3]=1.[C:32]([O:38][C@@H:39]1[C@@H:44]([O:45][C:46](=[O:51])[C:47]([CH3:50])([CH3:49])[CH3:48])[C@H:43]([O:52][C:53](=[O:58])[C:54]([CH3:57])([CH3:56])[CH3:55])[C@@H:42]([CH2:59][O:60][C:61](=[O:66])[C:62]([CH3:65])([CH3:64])[CH3:63])[O:41][C@@H:40]1Br)(=[O:37])[C:33]([CH3:36])([CH3:35])[CH3:34].CC(OC[C@H]1O[C@H](Br)[C@H](OC(C)=O)[C@@H](OC(C)=O)[C@@H]1OC(C)=O)=O, predict the reaction product. The product is: [CH2:1]([O:8][C:9]1[CH:14]=[CH:13][C:12]([CH2:15][C:16]2[C:17]([O:24][C@@H:40]3[O:41][C@H:42]([CH2:59][O:60][C:61](=[O:66])[C:62]([CH3:65])([CH3:64])[CH3:63])[C@@H:43]([O:52][C:53](=[O:58])[C:54]([CH3:55])([CH3:56])[CH3:57])[C@H:44]([O:45][C:46](=[O:51])[C:47]([CH3:48])([CH3:49])[CH3:50])[C@H:39]3[O:38][C:32](=[O:37])[C:33]([CH3:36])([CH3:34])[CH3:35])=[N:18][NH:19][C:20]=2[CH:21]([CH3:23])[CH3:22])=[C:11]([O:25][CH:26]2[CH2:31][CH2:30][O:29][CH2:28][CH2:27]2)[CH:10]=1)[C:2]1[CH:3]=[CH:4][CH:5]=[CH:6][CH:7]=1. (5) Given the reactants [CH2:1]([N:3]([CH2:6][CH3:7])[CH2:4][CH3:5])[CH3:2].CS(Cl)(=O)=[O:10].[Cl-].C(OC([NH:24][C@H:25]1[CH2:30][CH2:29][C@H:28]([C:31]([N:33]2[CH2:41][C:40]3[C:35](=[CH:36]C=[C:38](CO)[CH:39]=3)[CH2:34]2)=[O:32])[CH2:27][CH2:26]1)=O)C1C=CC=CC=1, predict the reaction product. The product is: [O:10]1[CH2:5][CH2:4][N:3]([CH2:6][C:7]2[CH:36]=[C:35]3[C:40](=[CH:39][CH:38]=2)[CH2:41][N:33]([C:31]([C@H:28]2[CH2:27][CH2:26][C@H:25]([NH2:24])[CH2:30][CH2:29]2)=[O:32])[CH2:34]3)[CH2:1][CH2:2]1. (6) Given the reactants [CH3:1][C:2]1[CH:6]=[CH:5][NH:4][N:3]=1.[H-].[Na+].Cl[C:10]1[CH:15]=[C:14]([CH3:16])[C:13]([Br:17])=[C:12]([CH3:18])[N:11]=1, predict the reaction product. The product is: [Br:17][C:13]1[C:12]([CH3:18])=[N:11][C:10]([N:4]2[CH:5]=[CH:6][C:2]([CH3:1])=[N:3]2)=[CH:15][C:14]=1[CH3:16]. (7) Given the reactants [C:1]([O:5][C:6]([N:8]([C:13]1[CH:14]=[C:15]([C:18]([OH:20])=[O:19])[S:16][CH:17]=1)[S:9]([CH3:12])(=[O:11])=[O:10])=[O:7])([CH3:4])([CH3:3])[CH3:2].[Cl:21][C:22]1[CH:23]=[N+:24]([O-:47])[CH:25]=[C:26]([Cl:46])[C:27]=1[CH2:28][C@@H:29]([C:31]1[CH:36]=[CH:35][C:34]([O:37][CH:38]([F:40])[F:39])=[C:33]([O:41][CH2:42][CH:43]2[CH2:45][CH2:44]2)[CH:32]=1)O.C(Cl)CCl, predict the reaction product. The product is: [C:1]([O:5][C:6]([N:8]([C:13]1[CH:14]=[C:15]([C:18]([O:20][C@H:29]([C:31]2[CH:36]=[CH:35][C:34]([O:37][CH:38]([F:39])[F:40])=[C:33]([O:41][CH2:42][CH:43]3[CH2:44][CH2:45]3)[CH:32]=2)[CH2:28][C:27]2[C:26]([Cl:46])=[CH:25][N+:24]([O-:47])=[CH:23][C:22]=2[Cl:21])=[O:19])[S:16][CH:17]=1)[S:9]([CH3:12])(=[O:11])=[O:10])=[O:7])([CH3:4])([CH3:2])[CH3:3]. (8) Given the reactants [Cl:1][C:2]1[CH:24]=[CH:23][C:5]([CH2:6][NH:7][C:8]([C:10]2[CH:19]=[CH:18][C:13]([C:14]([O:16]C)=O)=[C:12]([N:20]=[C:21]=[S:22])[CH:11]=2)=[O:9])=[CH:4][CH:3]=1.[NH2:25][C:26]1[CH:31]=[C:30]([C:32]([O:34]CC)=[O:33])[CH:29]=[CH:28][N:27]=1.[OH-].[Na+], predict the reaction product. The product is: [Cl:1][C:2]1[CH:3]=[CH:4][C:5]([CH2:6][NH:7][C:8]([C:10]2[CH:11]=[C:12]3[C:13]([C:14](=[O:16])[N:25]([C:26]4[CH:31]=[C:30]([C:32]([OH:34])=[O:33])[CH:29]=[CH:28][N:27]=4)[C:21](=[S:22])[NH:20]3)=[CH:18][CH:19]=2)=[O:9])=[CH:23][CH:24]=1. (9) Given the reactants C(P(C(C)(C)C)C(C)(C)C)(C)(C)C.Br[C:15]1[CH:37]=[CH:36][C:18]([N:19]([C:28]2[CH:33]=[CH:32][C:31]([O:34][CH3:35])=[CH:30][CH:29]=2)[C:20]2[CH:25]=[CH:24][C:23]([O:26][CH3:27])=[CH:22][CH:21]=2)=[CH:17][CH:16]=1.[Si:38]([O:45][CH2:46][CH2:47][CH2:48][O:49][C:50]1[CH:64]=[CH:63][C:53]([NH:54][C:55]2[CH:60]=[CH:59][C:58]([O:61][CH3:62])=[CH:57][CH:56]=2)=[CH:52][CH:51]=1)([C:41]([CH3:44])([CH3:43])[CH3:42])([CH3:40])[CH3:39].CC(C)([O-])C.[Na+], predict the reaction product. The product is: [Si:38]([O:45][CH2:46][CH2:47][CH2:48][O:49][C:50]1[CH:64]=[CH:63][C:53]([N:54]([C:55]2[CH:60]=[CH:59][C:58]([O:61][CH3:62])=[CH:57][CH:56]=2)[C:15]2[CH:16]=[CH:17][C:18]([N:19]([C:28]3[CH:29]=[CH:30][C:31]([O:34][CH3:35])=[CH:32][CH:33]=3)[C:20]3[CH:25]=[CH:24][C:23]([O:26][CH3:27])=[CH:22][CH:21]=3)=[CH:36][CH:37]=2)=[CH:52][CH:51]=1)([C:41]([CH3:42])([CH3:44])[CH3:43])([CH3:40])[CH3:39].